Dataset: Reaction yield outcomes from USPTO patents with 853,638 reactions. Task: Predict the reaction yield, written as a fraction of the theoretical maximum amount of product (1.0 means a 100% yield; for example, 0.34 means a 34% yield). (1) The reactants are Br[C:2]1[CH:7]=[CH:6][C:5]([C:8]2[N:17]=[C:16]([NH:18][C:19]3[NH:20][N:21]=[C:22]([CH3:24])[CH:23]=3)[C:15]3[C:10](=[CH:11][CH:12]=[CH:13][CH:14]=3)[N:9]=2)=[CH:4][CH:3]=1.[C:25]1(B(O)O)[CH:30]=[CH:29][CH:28]=[CH:27][CH:26]=1.C([O-])([O-])=O.[Na+].[Na+].C1(P(C2C=CC=CC=2)C2C=CC=CC=2)C=CC=CC=1. The catalyst is C1COCC1.O.C([O-])(=O)C.[Pd+2].C([O-])(=O)C. The product is [C:2]1([C:25]2[CH:30]=[CH:29][CH:28]=[CH:27][CH:26]=2)[CH:7]=[CH:6][C:5]([C:8]2[N:17]=[C:16]([NH:18][C:19]3[NH:20][N:21]=[C:22]([CH3:24])[CH:23]=3)[C:15]3[C:10](=[CH:11][CH:12]=[CH:13][CH:14]=3)[N:9]=2)=[CH:4][CH:3]=1. The yield is 0.510. (2) The reactants are [C:1]1([N:7]2[C:11]([C:12]3[CH:17]=[CH:16][CH:15]=[CH:14][CH:13]=3)=[C:10]([CH2:18]O)[CH:9]=[N:8]2)[CH:6]=[CH:5][CH:4]=[CH:3][CH:2]=1.CS(Cl)(=O)=O.C(OCC)(=O)[CH2:26][C:27]([O:29]CC)=[O:28].[Na].Cl. The catalyst is CN(C)C=O.C(O)(=O)C.C(OCC)(=O)C.C(N(CC)CC)C. The product is [C:1]1([N:7]2[C:11]([C:12]3[CH:13]=[CH:14][CH:15]=[CH:16][CH:17]=3)=[C:10]([CH2:18][CH2:26][C:27]([OH:29])=[O:28])[CH:9]=[N:8]2)[CH:2]=[CH:3][CH:4]=[CH:5][CH:6]=1. The yield is 0.680. (3) The reactants are [CH3:1][O:2][C:3]1[CH:4]=[C:5]([CH:7]=[CH:8][C:9]=1[C:10]1[O:14][CH:13]=[N:12][CH:11]=1)[NH2:6].ClCCl.N1C=CC=CC=1.[CH3:24][C:25]1[S:29][C:28]([CH2:30][CH2:31]Cl)=[CH:27][CH:26]=1. The catalyst is C(N(CC)CC)C. The product is [CH3:24][C:25]1[S:29][C:28]([CH2:30][CH2:31][NH:6][C:5]2[CH:7]=[CH:8][C:9]([C:10]3[O:14][CH:13]=[N:12][CH:11]=3)=[C:3]([O:2][CH3:1])[CH:4]=2)=[CH:27][CH:26]=1. The yield is 0.432. (4) The reactants are Br[C:2]1[CH:3]=[CH:4][C:5]2[N:11]3[C:12]([CH3:15])=[N:13][N:14]=[C:10]3[CH2:9][N:8]=[C:7]([C:16]3[CH:21]=[CH:20][CH:19]=[CH:18][CH:17]=3)[C:6]=2[CH:22]=1.[CH3:23][Si:24]([C:27]#[CH:28])([CH3:26])[CH3:25].CCN(CC)CC. The catalyst is CC([O-])=O.CC([O-])=O.C1C=CC(P(C2C=CC=CC=2)C2C=CC=CC=2)=CC=1.C1C=CC(P(C2C=CC=CC=2)C2C=CC=CC=2)=CC=1.[Pd+2].CC#N. The product is [CH3:23][Si:24]([C:27]#[C:28][C:2]1[CH:3]=[CH:4][C:5]2[N:11]3[C:12]([CH3:15])=[N:13][N:14]=[C:10]3[CH2:9][N:8]=[C:7]([C:16]3[CH:21]=[CH:20][CH:19]=[CH:18][CH:17]=3)[C:6]=2[CH:22]=1)([CH3:26])[CH3:25]. The yield is 0.600. (5) The reactants are [C:1]1([C:35]2[CH:40]=[CH:39][CH:38]=[CH:37][CH:36]=2)[CH:6]=[CH:5][C:4]([C:7]([N:9]2[CH2:13][C:12](=[N:14][O:15][CH3:16])[CH2:11][C@H:10]2[C:17]2[O:21][N:20]=[C:19]([CH:22]3[CH2:27][CH2:26][N:25](C(OC(C)(C)C)=O)[CH2:24][CH2:23]3)[N:18]=2)=[O:8])=[CH:3][CH:2]=1.C(O)(C(F)(F)F)=O.C(Cl)Cl.C(=O)([O-])[O-].[Na+].[Na+]. No catalyst specified. The product is [CH3:16][O:15][N:14]=[C:12]1[CH2:11][C@@H:10]([C:17]2[O:21][N:20]=[C:19]([CH:22]3[CH2:27][CH2:26][NH:25][CH2:24][CH2:23]3)[N:18]=2)[N:9]([C:7]([C:4]2[CH:3]=[CH:2][C:1]([C:35]3[CH:40]=[CH:39][CH:38]=[CH:37][CH:36]=3)=[CH:6][CH:5]=2)=[O:8])[CH2:13]1. The yield is 0.800.